From a dataset of Full USPTO retrosynthesis dataset with 1.9M reactions from patents (1976-2016). Predict the reactants needed to synthesize the given product. (1) Given the product [N+:8]([C:5]1[CH:6]=[CH:7][C:2]([C:17]([C:11]2[CH:16]=[CH:15][CH:14]=[CH:13][CH:12]=2)([CH3:20])[C:18]#[N:19])=[CH:3][CH:4]=1)([O-:10])=[O:9], predict the reactants needed to synthesize it. The reactants are: Cl[C:2]1[CH:7]=[CH:6][C:5]([N+:8]([O-:10])=[O:9])=[CH:4][CH:3]=1.[C:11]1([CH:17]([CH3:20])[C:18]#[N:19])[CH:16]=[CH:15][CH:14]=[CH:13][CH:12]=1.C(#N)C.[OH-].[Na+]. (2) Given the product [ClH:1].[ClH:1].[NH2:11][C:12]1[N:17]=[CH:16][N:15]=[C:14]2[N:18]([CH:29]([C:31]3[O:32][C:33](=[O:58])[C:34]4[C:39]([C:40]=3[C:41]3[CH2:46][CH2:45][N:44]([CH:47]5[CH2:50][NH:49][CH2:48]5)[CH2:43][CH:42]=3)=[CH:38][CH:37]=[CH:36][CH:35]=4)[CH3:30])[N:19]=[C:20]([C:21]3[CH:26]=[C:25]([OH:27])[CH:24]=[C:23]([F:28])[CH:22]=3)[C:13]=12, predict the reactants needed to synthesize it. The reactants are: [ClH:1].O1CCOCC1.C(O)=O.[NH2:11][C:12]1[N:17]=[CH:16][N:15]=[C:14]2[N:18]([CH:29]([C:31]3[O:32][C:33](=[O:58])[C:34]4[C:39]([C:40]=3[C:41]3[CH2:46][CH2:45][N:44]([CH:47]5[CH2:50][N:49](C(OC(C)(C)C)=O)[CH2:48]5)[CH2:43][CH:42]=3)=[CH:38][CH:37]=[CH:36][CH:35]=4)[CH3:30])[N:19]=[C:20]([C:21]3[CH:26]=[C:25]([OH:27])[CH:24]=[C:23]([F:28])[CH:22]=3)[C:13]=12. (3) Given the product [C:8]([C:7]1[CH:6]=[CH:5][N:4]=[CH:3][C:2]=1[C:18]1[CH:19]=[CH:20][C:15]2[O:14][C:13](=[O:30])[N:12]([CH3:11])[C:16]=2[CH:17]=1)(=[O:10])[CH3:9], predict the reactants needed to synthesize it. The reactants are: Br[C:2]1[CH:3]=[N:4][CH:5]=[CH:6][C:7]=1[C:8](=[O:10])[CH3:9].[CH3:11][N:12]1[C:16]2[CH:17]=[C:18](B3OC(C)(C)C(C)(C)O3)[CH:19]=[CH:20][C:15]=2[O:14][C:13]1=[O:30].C(=O)([O-])[O-].[Na+].[Na+]. (4) Given the product [N:1]1[CH:6]=[CH:5][C:4]([C:7]2[CH:8]=[C:9]([CH:12]=[CH:13][CH:14]=2)[CH2:10][NH:15][C:16]2[CH:21]=[CH:20][CH:19]=[CH:18][CH:17]=2)=[CH:3][CH:2]=1, predict the reactants needed to synthesize it. The reactants are: [N:1]1[CH:6]=[CH:5][C:4]([C:7]2[CH:8]=[C:9]([CH:12]=[CH:13][CH:14]=2)[CH:10]=O)=[CH:3][CH:2]=1.[NH2:15][C:16]1[CH:21]=[CH:20][CH:19]=[CH:18][CH:17]=1.[BH3-]C#N.[Na+]. (5) The reactants are: [Br:1][CH2:2][C:3]1[S:7][C:6]([CH2:8][OH:9])=[C:5]([O:10][CH3:11])[CH:4]=1.N1C=CN=C1.[C:17]([Si:21](Cl)([CH3:23])[CH3:22])([CH3:20])([CH3:19])[CH3:18]. Given the product [Br:1][CH2:2][C:3]1[S:7][C:6]([CH2:8][O:9][Si:21]([C:17]([CH3:20])([CH3:19])[CH3:18])([CH3:23])[CH3:22])=[C:5]([O:10][CH3:11])[CH:4]=1, predict the reactants needed to synthesize it. (6) Given the product [Cl:8][C:7]1[C:2]([C:12]2([C:15]#[N:16])[CH2:13][CH2:14][O:9][CH2:10][CH2:11]2)=[N:3][CH:4]=[CH:5][N:6]=1, predict the reactants needed to synthesize it. The reactants are: Cl[C:2]1[C:7]([Cl:8])=[N:6][CH:5]=[CH:4][N:3]=1.[O:9]1[CH2:14][CH2:13][CH:12]([C:15]#[N:16])[CH2:11][CH2:10]1.[Li+].C[Si]([N-][Si](C)(C)C)(C)C. (7) The reactants are: C(OC([N:8]([CH2:27][CH:28]1[CH2:30][CH2:29]1)[C:9]1[N:10]=[CH:11][C:12]([O:15][C:16]2[CH:17]=[C:18]([CH:23]=[C:24]([OH:26])[CH:25]=2)[C:19]([O:21]C)=[O:20])=[N:13][CH:14]=1)=O)(C)(C)C.C(=O)([O-])[O-].[K+].[K+].[CH2:37](I)[CH3:38].FC(F)(F)C(O)=O. Given the product [CH:28]1([CH2:27][NH:8][C:9]2[N:10]=[CH:11][C:12]([O:15][C:16]3[CH:17]=[C:18]([CH:23]=[C:24]([O:26][CH2:37][CH3:38])[CH:25]=3)[C:19]([OH:21])=[O:20])=[N:13][CH:14]=2)[CH2:29][CH2:30]1, predict the reactants needed to synthesize it.